Predict the product of the given reaction. From a dataset of Forward reaction prediction with 1.9M reactions from USPTO patents (1976-2016). Given the reactants [C:1]([CH2:3][C:4]1[C:5]([C:10]#[N:11])=[CH:6][CH:7]=[CH:8][CH:9]=1)#[N:2].[OH-].[Na+].[CH2:14](I)[CH3:15], predict the reaction product. The product is: [C:1]([CH:3]([C:4]1[CH:9]=[CH:8][CH:7]=[CH:6][C:5]=1[C:10]#[N:11])[CH2:14][CH3:15])#[N:2].